This data is from Full USPTO retrosynthesis dataset with 1.9M reactions from patents (1976-2016). The task is: Predict the reactants needed to synthesize the given product. (1) Given the product [CH3:1][C@H:2]([NH2:6])[C:3]([OH:5])=[O:4].[NH2:23][C@H:22]([C:24]([OH:26])=[O:25])[CH2:21][CH2:20][CH2:19][CH2:18][NH2:17], predict the reactants needed to synthesize it. The reactants are: [CH3:1][C@H:2]([NH2:6])[C:3]([OH:5])=[O:4].C(OC([NH:17][CH2:18][CH2:19][CH2:20][CH2:21][C@@H:22]([C:24]([OH:26])=[O:25])[NH2:23])=O)C1C=CC=CC=1.FC(F)(F)C(O)=O.C1(SC)C=CC=CC=1.C(N[C@H](C(OC(=O)[C@H](CCCCNC(OCC1C=CC=CC=1)=O)NC(O)=O)=O)CCCCNC(OCC1C=CC=CC=1)=O)(O)=O. (2) Given the product [Br:13][C:3]1[CH:4]=[C:5]([CH:7]=[O:8])[S:6][C:2]=1[CH3:1], predict the reactants needed to synthesize it. The reactants are: [CH3:1][C:2]1[S:6][C:5]([CH:7]=[O:8])=[CH:4][CH:3]=1.C(O)(=O)C.[Br-:13].[Br-].[Br-].[NH+]1C=CC=CC=1.[NH+]1C=CC=CC=1.[NH+]1C=CC=CC=1. (3) The reactants are: Br[C:2]1[C:3]([N:22]2[CH2:26][CH2:25][C@H:24]([CH2:27][NH:28]C(=O)OC(C)(C)C)[CH2:23]2)=[N:4][CH:5]=[C:6]([C:8](=[O:21])[NH:9][C:10]2[CH:15]=[CH:14][C:13]([O:16][C:17]([F:20])([F:19])[F:18])=[CH:12][CH:11]=2)[CH:7]=1.[N:36]1[CH:41]=[CH:40][CH:39]=[C:38](B(O)O)[CH:37]=1. Given the product [NH2:28][CH2:27][C@H:24]1[CH2:25][CH2:26][N:22]([C:3]2[C:2]([C:38]3[CH:37]=[N:36][CH:41]=[CH:40][CH:39]=3)=[CH:7][C:6]([C:8]([NH:9][C:10]3[CH:15]=[CH:14][C:13]([O:16][C:17]([F:20])([F:19])[F:18])=[CH:12][CH:11]=3)=[O:21])=[CH:5][N:4]=2)[CH2:23]1, predict the reactants needed to synthesize it.